This data is from Forward reaction prediction with 1.9M reactions from USPTO patents (1976-2016). The task is: Predict the product of the given reaction. (1) Given the reactants [Cl:1][C:2]1[N:7]=[CH:6][C:5]([C:8]2[CH:13]=[CH:12][C:11]([C:14]3[N:18]([S:19]([C:22]4[CH:23]=[N:24][CH:25]=[CH:26][CH:27]=4)(=[O:21])=[O:20])[CH:17]=[C:16]([CH2:28][N:29](C)[C:30](=O)OC(C)(C)C)[CH:15]=3)=[CH:10][N:9]=2)=[CH:4][CH:3]=1.C(OCC)(=O)C.Cl, predict the reaction product. The product is: [Cl:1][C:2]1[N:7]=[CH:6][C:5]([C:8]2[CH:13]=[CH:12][C:11]([C:14]3[N:18]([S:19]([C:22]4[CH:23]=[N:24][CH:25]=[CH:26][CH:27]=4)(=[O:21])=[O:20])[CH:17]=[C:16]([CH2:28][NH:29][CH3:30])[CH:15]=3)=[CH:10][N:9]=2)=[CH:4][CH:3]=1. (2) The product is: [Cl:1][C:2]1[C:3]([NH:13][C:14]2[CH:19]=[N:18][CH:17]=[C:16]([C:20]3[CH:25]=[CH:24][C:23]([OH:26])=[CH:22][CH:21]=3)[N:15]=2)=[CH:4][C:5]([O:11][CH3:12])=[C:6]([CH:10]=1)[C:7]([NH:30][CH2:29][C:28]([F:32])([F:31])[F:27])=[O:8]. Given the reactants [Cl:1][C:2]1[C:3]([NH:13][C:14]2[CH:19]=[N:18][CH:17]=[C:16]([C:20]3[CH:25]=[CH:24][C:23]([OH:26])=[CH:22][CH:21]=3)[N:15]=2)=[CH:4][C:5]([O:11][CH3:12])=[C:6]([CH:10]=1)[C:7](O)=[O:8].[F:27][C:28]([F:32])([F:31])[CH2:29][NH2:30].C(N(CC)CC)C.CN(C(ON1N=NC2C=CC=CC1=2)=[N+](C)C)C.[B-](F)(F)(F)F, predict the reaction product. (3) Given the reactants CO[CH:3](OC)[CH:4]([CH3:8])[C:5](=O)[CH3:6].COC(OC)CC(=O)CC.[OH:21][NH:22][C:23]([NH2:25])=[O:24].[Cl-:26].[NH4+], predict the reaction product. The product is: [ClH:26].[CH3:8][C:4]1[C:5]([CH3:6])=[N+:22]([O-:21])[C:23]([OH:24])=[N:25][CH:3]=1. (4) Given the reactants [H-].[Na+].[O:3]1[C:7]2([CH2:11][CH2:10][N:9]([C@H:12]3[CH2:17][CH2:16][CH2:15][CH2:14][C@@H:13]3[OH:18])[CH2:8]2)[O:6][CH2:5][CH2:4]1.[CH:19]1([CH2:25][CH2:26][CH2:27]Br)[CH2:24][CH2:23][CH2:22][CH2:21][CH2:20]1.O, predict the reaction product. The product is: [O:6]1[C:7]2([CH2:11][CH2:10][N:9]([C@H:12]3[CH2:17][CH2:16][CH2:15][CH2:14][C@@H:13]3[O:18][CH2:27][CH2:26][CH2:25][CH:19]3[CH2:24][CH2:23][CH2:22][CH2:21][CH2:20]3)[CH2:8]2)[O:3][CH2:4][CH2:5]1.